Predict the reactants needed to synthesize the given product. From a dataset of Full USPTO retrosynthesis dataset with 1.9M reactions from patents (1976-2016). (1) The reactants are: Cl[C:2]1[CH:7]=[C:6]([F:8])[CH:5]=[CH:4][N:3]=1.[Br-].[S:10]1[CH:14]=[CH:13][N:12]=[C:11]1[Zn+].C1COCC1. Given the product [F:8][C:6]1[CH:5]=[CH:4][N:3]=[C:2]([C:11]2[S:10][CH:14]=[CH:13][N:12]=2)[CH:7]=1, predict the reactants needed to synthesize it. (2) Given the product [O:12]=[C:9]1[CH:10]=[CH:11][N:6]([CH2:5][C:4]([NH:15][NH2:16])=[O:3])[CH:7]=[CH:8]1, predict the reactants needed to synthesize it. The reactants are: C([O:3][C:4](=O)[CH2:5][N:6]1[CH:11]=[CH:10][C:9](=[O:12])[CH:8]=[CH:7]1)C.O.[NH2:15][NH2:16]. (3) Given the product [CH:13]([N:16]1[C:20]2[N:21]=[C:22]([C:31]3[CH:32]=[CH:33][C:34]([NH:37][C:5]([NH:38][C:39]4[CH:40]=[N:41][CH:42]=[CH:43][CH:44]=4)=[O:11])=[CH:35][CH:36]=3)[N:23]=[C:24]([N:25]3[CH2:30][CH2:29][O:28][CH2:27][CH2:26]3)[C:19]=2[N:18]=[N:17]1)([CH3:15])[CH3:14], predict the reactants needed to synthesize it. The reactants are: ClC(Cl)(O[C:5](=[O:11])OC(Cl)(Cl)Cl)Cl.[CH:13]([N:16]1[C:20]2[N:21]=[C:22]([C:31]3[CH:36]=[CH:35][C:34]([NH2:37])=[CH:33][CH:32]=3)[N:23]=[C:24]([N:25]3[CH2:30][CH2:29][O:28][CH2:27][CH2:26]3)[C:19]=2[N:18]=[N:17]1)([CH3:15])[CH3:14].[NH2:38][C:39]1[CH:40]=[N:41][CH:42]=[CH:43][CH:44]=1.CCN(CC)CC. (4) The reactants are: [Sn](Cl)Cl.[N+:4]([C:7]1[CH:12]=[CH:11][CH:10]=[C:9]([O:13][CH2:14][CH2:15][CH2:16][CH2:17][CH2:18][O:19][C:20]2[CH:25]=[CH:24][CH:23]=[CH:22][CH:21]=2)[CH:8]=1)([O-])=O.C(=O)(O)[O-].[Na+]. Given the product [O:19]([CH2:18][CH2:17][CH2:16][CH2:15][CH2:14][O:13][C:9]1[CH:8]=[C:7]([NH2:4])[CH:12]=[CH:11][CH:10]=1)[C:20]1[CH:21]=[CH:22][CH:23]=[CH:24][CH:25]=1, predict the reactants needed to synthesize it. (5) Given the product [F:11][C:10]1[CH:9]=[CH:8][CH:7]=[C:3]2[C:2]=1[N:1]=[C:18]([C:17]1[CH:20]=[CH:21][C:22]([O:24][CH2:25][CH2:26][CH2:27][N:28]3[CH2:33][CH2:32][CH2:31][C@H:30]([CH3:34])[CH2:29]3)=[CH:23][C:16]=1[O:15][CH3:14])[N:13]([CH3:12])[C:4]2=[O:6], predict the reactants needed to synthesize it. The reactants are: [NH2:1][C:2]1[C:10]([F:11])=[CH:9][CH:8]=[CH:7][C:3]=1[C:4]([OH:6])=O.[CH3:12][NH2:13].[CH3:14][O:15][C:16]1[CH:23]=[C:22]([O:24][CH2:25][CH2:26][CH2:27][N:28]2[CH2:33][CH2:32][CH2:31][C@H:30]([CH3:34])[CH2:29]2)[CH:21]=[CH:20][C:17]=1[CH:18]=O. (6) Given the product [CH3:1][N:2]1[C:7](=[O:8])[CH:6]=[C:5]([NH:9][CH3:10])[N:4]=[CH:3]1, predict the reactants needed to synthesize it. The reactants are: [CH3:1][N:2]1[C:7](=[O:8])[CH:6]=[C:5]([NH:9][CH3:10])[N:4]=[C:3]1SC. (7) Given the product [CH3:12][O:13][C:14]1[CH:31]=[C:30]([O:32][CH3:33])[CH:29]=[CH:28][C:15]=1[CH2:16][N:17]1[C:18]2=[N:27][C:1]([OH:6])=[CH:2][C:3](=[O:4])[N:19]2[CH:20]([C:23]([F:26])([F:25])[F:24])[CH2:21][CH2:22]1, predict the reactants needed to synthesize it. The reactants are: [C:1](OC)(=[O:6])[CH2:2][C:3]([O-])=[O:4].C[O-].[Na+].[CH3:12][O:13][C:14]1[CH:31]=[C:30]([O:32][CH3:33])[CH:29]=[CH:28][C:15]=1[CH2:16][N:17]1[CH2:22][CH2:21][CH:20]([C:23]([F:26])([F:25])[F:24])[N:19]=[C:18]1[NH2:27].Cl. (8) Given the product [Cl:1][C:2]1[C:3]2[N:4]([C:10]([CH:12]3[CH2:15][C:14](=[O:16])[CH2:13]3)=[N:9][CH:8]=2)[CH:5]=[CH:6][N:7]=1, predict the reactants needed to synthesize it. The reactants are: [Cl:1][C:2]1[C:3]([CH2:8][NH:9][C:10]([CH:12]2[CH2:15][C:14](=[O:16])[CH2:13]2)=O)=[N:4][CH:5]=[CH:6][N:7]=1.CN(C=O)C.O=P(Cl)(Cl)Cl.C([O-])([O-])=O.[Na+].[Na+]. (9) Given the product [F:1][C:2]1[CH:3]=[CH:4][C:5]([CH2:8][C:9]2[CH:18]=[C:17]3[C:12]([C:13]([OH:32])=[C:14]([C:27]([NH:33][CH2:34][CH:35]([OH:37])[CH3:36])=[O:28])[C:15](=[O:26])[N:16]3[CH2:19][CH2:20][CH2:21][S:22]([CH3:25])(=[O:24])=[O:23])=[N:11][CH:10]=2)=[CH:6][CH:7]=1, predict the reactants needed to synthesize it. The reactants are: [F:1][C:2]1[CH:7]=[CH:6][C:5]([CH2:8][C:9]2[CH:18]=[C:17]3[C:12]([C:13]([OH:32])=[C:14]([C:27](OCC)=[O:28])[C:15](=[O:26])[N:16]3[CH2:19][CH2:20][CH2:21][S:22]([CH3:25])(=[O:24])=[O:23])=[N:11][CH:10]=2)=[CH:4][CH:3]=1.[NH2:33][CH2:34][CH:35]([OH:37])[CH3:36].